Predict the product of the given reaction. From a dataset of Forward reaction prediction with 1.9M reactions from USPTO patents (1976-2016). (1) Given the reactants [CH3:1][O:2][C:3]1[N:8]=[CH:7][C:6]([CH:9]([CH:13]2C(=O)OC(C)(C)[O:15][C:14]2=[O:22])[C:10]#[C:11][CH3:12])=[CH:5][CH:4]=1.CN(C=O)C, predict the reaction product. The product is: [CH3:1][O:2][C:3]1[N:8]=[CH:7][C:6]([CH:9]([C:10]#[C:11][CH3:12])[CH2:13][C:14]([OH:22])=[O:15])=[CH:5][CH:4]=1. (2) Given the reactants [F:1][C:2]1[C:11]2[O:10][CH2:9][C@H:8]3[C@@H:12](C(O)=O)[C@H:7]3[C:6]=2[C:5]([F:16])=[CH:4][CH:3]=1.C([N:19]([CH2:22]C)CC)C.[NH2:24][C:25]1[S:26][C:27]2[CH:33]=[C:32]([F:34])[CH:31]=[CH:30][C:28]=2[N:29]=1.C1C=CC(P(N=[N+]=[N-])(C2C=CC=CC=2)=[O:42])=CC=1, predict the reaction product. The product is: [F:1][C:2]1[C:11]2[O:10][CH2:9][C@H:8]3[C@@H:12]([NH:19][C:22]([NH:24][C:25]4[S:26][C:27]5[CH:33]=[C:32]([F:34])[CH:31]=[CH:30][C:28]=5[N:29]=4)=[O:42])[C@H:7]3[C:6]=2[C:5]([F:16])=[CH:4][CH:3]=1. (3) Given the reactants [CH2:1]([O:5][CH2:6][C:7]1[C:12]([N+:13]([O-:15])=[O:14])=[CH:11][CH:10]=[CH:9][C:8]=1Br)/[CH:2]=[CH:3]/[CH3:4].CC1C=CC=CC=1P(C1C=CC=CC=1C)C1C=CC=CC=1C, predict the reaction product. The product is: [CH:3]([CH:2]1[C:8]2[C:7](=[C:12]([N+:13]([O-:15])=[O:14])[CH:11]=[CH:10][CH:9]=2)[CH2:6][O:5][CH2:1]1)=[CH2:4]. (4) Given the reactants C(C1N(CC2C=CC(C3C=CC=CC=3C3N(C(C4C=CC=CC=4)(C4C=CC=CC=4)C4C=CC=CC=4)N=NN=3)=CC=2)C(C(OC(OC(=O)CCC[C@@H](O[N+]([O-])=O)CO[N+]([O-])=O)C)=O)=C(Cl)N=1)CCC.[CH2:69]([O:71][C:72]1[N:76]([CH2:77][C:78]2[CH:83]=[CH:82][C:81]([C:84]3[CH:89]=[CH:88][CH:87]=[CH:86][C:85]=3[C:90]3[N:94](C(C4C=CC=CC=4)(C4C=CC=CC=4)C4C=CC=CC=4)[N:93]=[N:92][N:91]=3)=[CH:80][CH:79]=2)[C:75]2[C:114]([C:118]([O:120][CH:121]([O:123][C:124](=[O:138])[CH2:125][CH2:126][CH2:127][C@@H:128]([O:134][N+:135]([O-:137])=[O:136])[CH2:129][O:130][N+:131]([O-:133])=[O:132])[CH3:122])=[O:119])=[CH:115][CH:116]=[CH:117][C:74]=2[N:73]=1)[CH3:70], predict the reaction product. The product is: [CH2:69]([O:71][C:72]1[N:76]([CH2:77][C:78]2[CH:79]=[CH:80][C:81]([C:84]3[CH:89]=[CH:88][CH:87]=[CH:86][C:85]=3[C:90]3[NH:91][N:92]=[N:93][N:94]=3)=[CH:82][CH:83]=2)[C:75]2[C:114]([C:118]([O:120][CH:121]([O:123][C:124](=[O:138])[CH2:125][CH2:126][CH2:127][C@@H:128]([O:134][N+:135]([O-:137])=[O:136])[CH2:129][O:130][N+:131]([O-:133])=[O:132])[CH3:122])=[O:119])=[CH:115][CH:116]=[CH:117][C:74]=2[N:73]=1)[CH3:70]. (5) Given the reactants C([O:8][C:9]1[CH:14]=[C:13]([F:15])[CH:12]=[CH:11][C:10]=1[C:16]1[C:25]([CH3:26])=[CH:24][C:23]([N+:27]([O-])=O)=[CH:22][C:17]=1[C:18]([O:20][CH3:21])=[O:19])C1C=CC=CC=1, predict the reaction product. The product is: [NH2:27][C:23]1[CH:24]=[C:25]([CH3:26])[C:16]([C:10]2[CH:11]=[CH:12][C:13]([F:15])=[CH:14][C:9]=2[OH:8])=[C:17]([CH:22]=1)[C:18]([O:20][CH3:21])=[O:19].